From a dataset of Full USPTO retrosynthesis dataset with 1.9M reactions from patents (1976-2016). Predict the reactants needed to synthesize the given product. (1) Given the product [O:1]=[S:2]1(=[O:34])[C:8]2[CH:9]=[C:10]([O:15][CH2:16][C:17]([OH:19])=[O:18])[C:11]([S:13][CH2:35][CH3:36])=[CH:12][C:7]=2[N:6]([C:22]2[CH:23]=[CH:24][CH:25]=[CH:26][CH:27]=2)[CH2:5][C:4]([CH2:30][CH2:31][CH2:32][CH3:33])([CH2:28][CH3:29])[CH2:3]1, predict the reactants needed to synthesize it. The reactants are: [O:1]=[S:2]1(=[O:34])[C:8]2[CH:9]=[C:10]([O:15][CH2:16][C:17]([O:19]CC)=[O:18])[C:11]([S:13]C)=[CH:12][C:7]=2[N:6]([C:22]2[CH:27]=[CH:26][CH:25]=[CH:24][CH:23]=2)[CH2:5][C:4]([CH2:30][CH2:31][CH2:32][CH3:33])([CH2:28][CH3:29])[CH2:3]1.[CH2:35]1COC[CH2:36]1.[Li+].[OH-]. (2) Given the product [CH2:1]([O:8][CH2:9][CH2:10][CH2:11][C:12]1[N:17]=[C:16]([S:29]([CH3:33])(=[O:31])=[O:28])[N:15]=[C:14]([O:20][C:21](=[O:26])[C:22]([F:23])([F:25])[F:24])[CH:13]=1)[C:2]1[CH:3]=[CH:4][CH:5]=[CH:6][CH:7]=1, predict the reactants needed to synthesize it. The reactants are: [CH2:1]([O:8][CH2:9][CH2:10][CH2:11][C:12]1[N:17]=[C:16](SC)[N:15]=[C:14]([O:20][C:21](=[O:26])[C:22]([F:25])([F:24])[F:23])[CH:13]=1)[C:2]1[CH:7]=[CH:6][CH:5]=[CH:4][CH:3]=1.O[O:28][S:29]([O-:31])=O.[K+].[CH3:33]O.O.